Task: Predict the product of the given reaction.. Dataset: Forward reaction prediction with 1.9M reactions from USPTO patents (1976-2016) Given the reactants [S:1]1[CH:5]=[CH:4][N:3]=[C:2]1[C:6]1[CH:15]=[C:14]([O:16][CH:17]2[CH2:35][CH:34]3[N:19]([C:20](=[O:40])[CH2:21][CH2:22][CH2:23][CH2:24][CH2:25][CH2:26][CH:27]=[CH:28][CH:29]4[C:31]([C:37]([OH:39])=O)([NH:32][C:33]3=[O:36])[CH2:30]4)[CH2:18]2)[C:13]2[C:8](=[C:9]([CH3:43])[C:10]([O:41][CH3:42])=[CH:11][CH:12]=2)[N:7]=1.C(C1N=C(C2C=C(OC3CC4N(C(=O)CCCCCCC=CC5C(C([NH:85][S:86]([CH:89]6[CH2:91][CH2:90]6)(=[O:88])=[O:87])=O)(NC4=O)C5)C3)C3C(=CC(OC)=CC=3)N=2)SC=1)(C)C, predict the reaction product. The product is: [S:1]1[CH:5]=[CH:4][N:3]=[C:2]1[C:6]1[CH:15]=[C:14]([O:16][CH:17]2[CH2:35][CH:34]3[N:19]([C:20](=[O:40])[CH2:21][CH2:22][CH2:23][CH2:24][CH2:25][CH2:26][CH:27]=[CH:28][CH:29]4[C:31]([C:37]([NH:85][S:86]([CH:89]5[CH2:91][CH2:90]5)(=[O:88])=[O:87])=[O:39])([NH:32][C:33]3=[O:36])[CH2:30]4)[CH2:18]2)[C:13]2[C:8](=[C:9]([CH3:43])[C:10]([O:41][CH3:42])=[CH:11][CH:12]=2)[N:7]=1.